Dataset: Catalyst prediction with 721,799 reactions and 888 catalyst types from USPTO. Task: Predict which catalyst facilitates the given reaction. (1) Reactant: [F:1][C:2]1[CH:7]=[CH:6][CH:5]=[CH:4][C:3]=1[CH2:8][C:9]([OH:11])=O.C(Cl)(=O)C(Cl)=O.[F:18][C:19]1[CH:24]=[CH:23][C:22]([O:25]C)=[CH:21][CH:20]=1.[Al+3].[Cl-].[Cl-].[Cl-]. Product: [F:18][C:19]1[CH:20]=[CH:21][C:22]([OH:25])=[C:23]([C:9](=[O:11])[CH2:8][C:3]2[CH:4]=[CH:5][CH:6]=[CH:7][C:2]=2[F:1])[CH:24]=1. The catalyst class is: 139. (2) Reactant: [NH:1]1[CH2:4][CH:3]([NH:5][C:6](=[O:8])[CH3:7])[CH2:2]1.Br[CH2:10][CH2:11][O:12][C:13]1[C:18]([CH3:19])=[CH:17][C:16]([C:20]2[NH:29][C:28](=[O:30])[C:27]3[C:22](=[CH:23][C:24]([O:33][CH3:34])=[CH:25][C:26]=3[O:31][CH3:32])[N:21]=2)=[CH:15][C:14]=1[CH3:35].C(N(CC)CC)C. Product: [CH3:32][O:31][C:26]1[CH:25]=[C:24]([O:33][CH3:34])[CH:23]=[C:22]2[C:27]=1[C:28](=[O:30])[NH:29][C:20]([C:16]1[CH:17]=[C:18]([CH3:19])[C:13]([O:12][CH2:11][CH2:10][N:1]3[CH2:4][CH:3]([NH:5][C:6](=[O:8])[CH3:7])[CH2:2]3)=[C:14]([CH3:35])[CH:15]=1)=[N:21]2. The catalyst class is: 3. (3) Reactant: [Si]([O:8][CH2:9][CH2:10][O:11][C:12]1[CH:43]=[C:42]([F:44])[C:15]([CH2:16][S:17][C:18]2[N:19]([C:35]3[CH:40]=[CH:39][C:38]([F:41])=[CH:37][CH:36]=3)[C:20]([C:23]([C:26]3[CH:31]=[CH:30][C:29]([Cl:32])=[C:28]([O:33][CH3:34])[CH:27]=3)([CH3:25])[CH3:24])=[CH:21][N:22]=2)=[C:14]([F:45])[CH:13]=1)(C(C)(C)C)(C)C.[F-].C([N+](CCCC)(CCCC)CCCC)CCC. Product: [Cl:32][C:29]1[CH:30]=[CH:31][C:26]([C:23]([C:20]2[N:19]([C:35]3[CH:40]=[CH:39][C:38]([F:41])=[CH:37][CH:36]=3)[C:18]([S:17][CH2:16][C:15]3[C:14]([F:45])=[CH:13][C:12]([O:11][CH2:10][CH2:9][OH:8])=[CH:43][C:42]=3[F:44])=[N:22][CH:21]=2)([CH3:25])[CH3:24])=[CH:27][C:28]=1[O:33][CH3:34]. The catalyst class is: 2. (4) Reactant: [NH2:1][C:2]([NH2:25])=[N:3][C:4]([C:6]1[CH:18]=[CH:17][C:16]2[C:15]3[C:10](=[CH:11][CH:12]=[C:13]([N+:19]([O-])=O)[CH:14]=3)[N:9]([CH:22]([CH3:24])[CH3:23])[C:8]=2[CH:7]=1)=[O:5].C1COCC1. Product: [NH2:19][C:13]1[CH:14]=[C:15]2[C:10](=[CH:11][CH:12]=1)[N:9]([CH:22]([CH3:24])[CH3:23])[C:8]1[CH:7]=[C:6]([C:4]([N:3]=[C:2]([NH2:1])[NH2:25])=[O:5])[CH:18]=[CH:17][C:16]2=1. The catalyst class is: 178. (5) Reactant: [NH2:1][C:2]1[N:7]=[CH:6][N:5]=[C:4]2[N:8]([CH2:25][C@H:26]3[CH2:30][CH2:29][CH2:28][N:27]3[C:31](=[O:35])[CH2:32][C:33]#[N:34])[N:9]=[C:10]([C:11]3[CH:16]=[CH:15][C:14]([O:17][C:18]4[CH:23]=[CH:22][CH:21]=[CH:20][CH:19]=4)=[CH:13][C:12]=3[F:24])[C:3]=12.C(Cl)Cl.N1CCCCC1.[CH:45]([C:47]1([NH:50][C:51](=[O:57])[O:52][C:53]([CH3:56])([CH3:55])[CH3:54])[CH2:49][CH2:48]1)=O. Product: [NH2:1][C:2]1[N:7]=[CH:6][N:5]=[C:4]2[N:8]([CH2:25][C@H:26]3[CH2:30][CH2:29][CH2:28][N:27]3[C:31](=[O:35])[C:32]([C:33]#[N:34])=[CH:45][C:47]3([NH:50][C:51](=[O:57])[O:52][C:53]([CH3:56])([CH3:55])[CH3:54])[CH2:48][CH2:49]3)[N:9]=[C:10]([C:11]3[CH:16]=[CH:15][C:14]([O:17][C:18]4[CH:19]=[CH:20][CH:21]=[CH:22][CH:23]=4)=[CH:13][C:12]=3[F:24])[C:3]=12. The catalyst class is: 5. (6) Reactant: ClS([N:5]=[C:6]=O)(=O)=O.[Cl:8][C:9]1[CH:10]=[CH:11][C:12]([CH3:42])=[C:13]([N:15]2[C:22](=[O:23])[C:21]3[CH:20]=[C:19]([C:24]4[CH:29]=[CH:28][CH:27]=[CH:26][C:25]=4[O:30][CH3:31])[N:18]([CH:32]([CH3:34])[CH3:33])[C:17]=3[CH:16]2[C:35]2[CH:40]=[CH:39][C:38]([Cl:41])=[CH:37][CH:36]=2)[CH:14]=1.CN(C=O)C. Product: [Cl:8][C:9]1[CH:10]=[CH:11][C:12]([CH3:42])=[C:13]([N:15]2[C:22](=[O:23])[C:21]3[C:20]([C:6]#[N:5])=[C:19]([C:24]4[CH:29]=[CH:28][CH:27]=[CH:26][C:25]=4[O:30][CH3:31])[N:18]([CH:32]([CH3:34])[CH3:33])[C:17]=3[CH:16]2[C:35]2[CH:36]=[CH:37][C:38]([Cl:41])=[CH:39][CH:40]=2)[CH:14]=1. The catalyst class is: 23. (7) Reactant: [Br:1][C:2]1[CH:13]=[CH:12][C:5]([O:6][CH2:7][C:8](OC)=[O:9])=[C:4]([N+:14]([O-])=O)[CH:3]=1. Product: [Br:1][C:2]1[CH:13]=[CH:12][C:5]2[O:6][CH2:7][C:8](=[O:9])[NH:14][C:4]=2[CH:3]=1. The catalyst class is: 180.